This data is from Experimentally validated miRNA-target interactions with 360,000+ pairs, plus equal number of negative samples. The task is: Binary Classification. Given a miRNA mature sequence and a target amino acid sequence, predict their likelihood of interaction. (1) The miRNA is hsa-miR-455-3p with sequence GCAGUCCAUGGGCAUAUACAC. The protein sequence of the target gene is MDDDKPFQPKNISKMAELFMECEEEELEPWQKKVEETQDEDDDELIFVGEISSSKPAISNILNRGHSSSSSKGIKSEPHSPGIPEIFRTASQRCRDPPSNPVAASPRFHLVSKSSQSSVTVENASKPDFTKNSQVGSDNSSILLFDSTQESLPPSQDIPAIFREGMKNTSYVLKHPSTSKVNSVTPKKPKTSEDVPQINPSTSLPLIGSPPVTSSQVMLSKGTNTSSPYDAGADYLRACPKCNVQFNLLDPLKYHMKHCCPDMITKFLGVIVKSERPCDEDKTDSETGKLIMLVNEFYYG.... Result: 1 (interaction). (2) The miRNA is cel-miR-74-3p with sequence UGGCAAGAAAUGGCAGUCUACA. The protein sequence of the target gene is MSIMDHSPTTGVVTVIVILIAIAALGALILGCWCYLRLQRISQSEDEESIVGDGETKEPFLLVQYSAKGPCVERKAKLMTPNGPEVHG. Result: 0 (no interaction). (3) The protein sequence of the target gene is MFRTKRSALVRRLWRSRAPGGEDEEEGVGGGGGGGGLRGEGATDGRAYGAGGGGAGRAGCCLGKAVRGAKGHHHPHPPSSGAGAAGGAEADLKALTHSVLKKLKERQLELLLQAVESRGGTRTACLLLPGRLDCRLGPGAPASAQPAQPPSSYSLPLLLCKVFRWPDLRHSSEVKRLCCCESYGKINPELVCCNPHHLSRLCELESPPPPYSRYPMDFLKPTADCPDAVPSSDETGGTNYLAPGGLSDSQLLLEPGDRSHWCVVAYWEEKTRVGRLYCVQEPSLDIFYDLPQGNGFCLGQ.... The miRNA is mmu-miR-301b-3p with sequence CAGUGCAAUGGUAUUGUCAAAGC. Result: 0 (no interaction). (4) The miRNA is hsa-miR-6089 with sequence GGAGGCCGGGGUGGGGCGGGGCGG. The protein sequence of the target gene is MSGHPSGIRKHDDNECSGPRPPVPGEESRVKKMTEGVADTSKNSSPSYLNWARTLNHLLEDRDGVELFKKYVEEEAPAYNDHLNFYFACEGLKQQTDPEKIKQIIGAIYRFLRKSQLSISDDLRAQIKAIKTNPEIPLSPHIFDPMQRHVEVTIRDNIYPTFLCSEMYILYIQQMSAQQERCTSSGATGSGSAGSSGSGGSSLAGACALPPTTASGKQQLPQLVPPGAFINLPVSSVSGPPAGTCSASGSVYGPSTSASSSGSISATDTLPRSSTLPTLHEDSVLSLCDDFEKVQMQEGG.... Result: 0 (no interaction). (5) The miRNA is rno-miR-200a-5p with sequence CAUCUUACCGGACAGUGCUGG. The protein sequence of the target gene is MAGCRGSVCCCCRWCCCCGERESRTPEELTILGETQEEEDEILPRKDYESLDYDRCINDPYLEVLETMDNKKGRRYEAVKWMVVFAIGVCTGLVGLFVDFSVRLFTQLKFGVVQTSVEECSQKGCLALSLLELLGFNLTFVFLASLLVLIEPVAAGSGIPEIKCYLNGVKVPGIVRLRTLLCKVFGVLFSVSGGLFVGKEGPMIHSGAVVGAGLPQFQSISLRKIQFNFPYFRSDRDKRDFVSAGAAAGVAAAFGAPIGGTLFSLEEGSSFWNQGLTWKVLFCSMSATFTLNFFRSGIQF.... Result: 0 (no interaction). (6) The miRNA is mmu-miR-3066-5p with sequence UUGGUUGCUGUAGAUUAAGUAG. The protein sequence of the target gene is MALHFQSLAELEVLCTHLYIGTDLTQRIEAEKALLELIDSPECLSKCQLLLEQGTTSYAQLLAATCLSKLVSRVSPLPVEQRMDIRNYILNYVASQPKLAPFVIQALIQVIAKITKLGWFEVQKDQFVFREIIADVKKFLQGTVEHCIIGVIILSELTQEMNLVDYSRPSAKHRKIATSFRDTSLKDVLVLACSLLKEVFAKPLNLQDQCQQNLVMQVLKLVLNCLNFDFIGSSADESADDLCTVQIPTTWRTIFLEPETLDLFFNLYHSLPPLLSQLALSCLVQFASTRRSLFNSPERA.... Result: 0 (no interaction). (7) Result: 1 (interaction). The miRNA is hsa-miR-593-5p with sequence AGGCACCAGCCAGGCAUUGCUCAGC. The protein sequence of the target gene is MRPLTEEETRVMFEKIAKYIGENLQLLVDRPDGTYCFRLHNDRVYYVSEKIMKLAANISGDKLVSLGTCFGKFTKTHKFRLHVTALDYLAPYAKYKVWIKPGAEQSFLYGNHVLKSGLGRITENTSQYQGVVVYSMADIPLGFGVAAKSTQDCRKVDPMAIVVFHQADIGEYVRHEETLT.